Regression. Given a peptide amino acid sequence and an MHC pseudo amino acid sequence, predict their binding affinity value. This is MHC class II binding data. From a dataset of Peptide-MHC class II binding affinity with 134,281 pairs from IEDB. (1) The peptide sequence is RSLPPIVKDASIQVV. The MHC is DRB3_0202 with pseudo-sequence DRB3_0202. The binding affinity (normalized) is 0.461. (2) The peptide sequence is GLDVVDAVSNALIKS. The MHC is DRB3_0202 with pseudo-sequence DRB3_0202. The binding affinity (normalized) is 0.375. (3) The peptide sequence is GIRHLFGNYITNDSY. The MHC is DRB3_0101 with pseudo-sequence DRB3_0101. The binding affinity (normalized) is 0.409.